This data is from NCI-60 drug combinations with 297,098 pairs across 59 cell lines. The task is: Regression. Given two drug SMILES strings and cell line genomic features, predict the synergy score measuring deviation from expected non-interaction effect. (1) Drug 1: CC12CCC3C(C1CCC2=O)CC(=C)C4=CC(=O)C=CC34C. Drug 2: C1CC(=O)NC(=O)C1N2C(=O)C3=CC=CC=C3C2=O. Cell line: DU-145. Synergy scores: CSS=45.2, Synergy_ZIP=0.606, Synergy_Bliss=-0.0263, Synergy_Loewe=0.440, Synergy_HSA=-0.153. (2) Drug 1: CC(CN1CC(=O)NC(=O)C1)N2CC(=O)NC(=O)C2. Drug 2: C1CC(C1)(C(=O)O)C(=O)O.[NH2-].[NH2-].[Pt+2]. Cell line: LOX IMVI. Synergy scores: CSS=40.5, Synergy_ZIP=-14.0, Synergy_Bliss=-6.46, Synergy_Loewe=-4.57, Synergy_HSA=-1.37. (3) Drug 1: C1=NC2=C(N1)C(=S)N=C(N2)N. Drug 2: CC1=C(N=C(N=C1N)C(CC(=O)N)NCC(C(=O)N)N)C(=O)NC(C(C2=CN=CN2)OC3C(C(C(C(O3)CO)O)O)OC4C(C(C(C(O4)CO)O)OC(=O)N)O)C(=O)NC(C)C(C(C)C(=O)NC(C(C)O)C(=O)NCCC5=NC(=CS5)C6=NC(=CS6)C(=O)NCCC[S+](C)C)O. Cell line: HCT116. Synergy scores: CSS=56.9, Synergy_ZIP=-2.58, Synergy_Bliss=-3.63, Synergy_Loewe=-10.9, Synergy_HSA=0.604. (4) Drug 1: CNC(=O)C1=NC=CC(=C1)OC2=CC=C(C=C2)NC(=O)NC3=CC(=C(C=C3)Cl)C(F)(F)F. Drug 2: CCN(CC)CCCC(C)NC1=C2C=C(C=CC2=NC3=C1C=CC(=C3)Cl)OC. Cell line: SK-MEL-2. Synergy scores: CSS=43.2, Synergy_ZIP=-12.2, Synergy_Bliss=-7.79, Synergy_Loewe=-6.17, Synergy_HSA=-5.93. (5) Synergy scores: CSS=-2.02, Synergy_ZIP=1.93, Synergy_Bliss=0.409, Synergy_Loewe=-3.61, Synergy_HSA=-3.64. Drug 2: CCC(=C(C1=CC=CC=C1)C2=CC=C(C=C2)OCCN(C)C)C3=CC=CC=C3.C(C(=O)O)C(CC(=O)O)(C(=O)O)O. Cell line: OVCAR3. Drug 1: CNC(=O)C1=CC=CC=C1SC2=CC3=C(C=C2)C(=NN3)C=CC4=CC=CC=N4. (6) Synergy scores: CSS=3.50, Synergy_ZIP=-2.46, Synergy_Bliss=-2.79, Synergy_Loewe=-5.72, Synergy_HSA=-2.73. Cell line: OVCAR-4. Drug 1: CC1C(C(CC(O1)OC2CC(CC3=C2C(=C4C(=C3O)C(=O)C5=C(C4=O)C(=CC=C5)OC)O)(C(=O)C)O)N)O.Cl. Drug 2: CC(C)NC(=O)C1=CC=C(C=C1)CNNC.Cl. (7) Drug 1: C1C(C(OC1N2C=C(C(=O)NC2=O)F)CO)O. Drug 2: C1CNP(=O)(OC1)N(CCCl)CCCl. Cell line: MALME-3M. Synergy scores: CSS=11.3, Synergy_ZIP=-3.23, Synergy_Bliss=0.487, Synergy_Loewe=-47.1, Synergy_HSA=-0.372.